This data is from Forward reaction prediction with 1.9M reactions from USPTO patents (1976-2016). The task is: Predict the product of the given reaction. (1) Given the reactants F[C:2]1[C:3]([O:20][C:21]2[C:26]([F:27])=[CH:25][CH:24]=[CH:23][C:22]=2[C:28]#[N:29])=[CH:4][C:5]([N+:17]([O-])=O)=[C:6]([NH:8][C:9]([C:11]2[CH:16]=[N:15][CH:14]=[CH:13][N:12]=2)=O)[CH:7]=1.[CH2:30]([S:32]([C:35]1[N:40]=[CH:39][C:38]([OH:41])=[CH:37][CH:36]=1)(=[O:34])=[O:33])[CH3:31], predict the reaction product. The product is: [F:27][C:26]1[CH:25]=[CH:24][CH:23]=[C:22]([C:28]#[N:29])[C:21]=1[O:20][C:3]1[C:2]([O:41][C:38]2[CH:39]=[N:40][C:35]([S:32]([CH2:30][CH3:31])(=[O:34])=[O:33])=[CH:36][CH:37]=2)=[CH:7][C:6]2[NH:8][C:9]([C:11]3[CH:16]=[N:15][CH:14]=[CH:13][N:12]=3)=[N:17][C:5]=2[CH:4]=1. (2) Given the reactants C(NC(C)C)(C)C.C([Li])CCC.[CH3:13][O:14][C:15]([CH:17]1[CH2:21][CH2:20][CH2:19][CH2:18]1)=[O:16].[Br:22][CH2:23][CH2:24][CH2:25][CH2:26]Br, predict the reaction product. The product is: [CH3:13][O:14][C:15]([C:17]1([CH2:26][CH2:25][CH2:24][CH2:23][Br:22])[CH2:21][CH2:20][CH2:19][CH2:18]1)=[O:16]. (3) Given the reactants [NH2:1][CH2:2][C:3]1[CH:11]=[CH:10][C:6]([C:7]([OH:9])=[O:8])=[CH:5][N:4]=1.S(Cl)([Cl:14])=O.[CH3:16]O, predict the reaction product. The product is: [ClH:14].[NH2:1][CH2:2][C:3]1[CH:11]=[CH:10][C:6]([C:7]([O:9][CH3:16])=[O:8])=[CH:5][N:4]=1. (4) Given the reactants [OH:1][C@@H:2]1[C:11]2[CH:10]=[CH:9][N:8]3[C:12]([CH3:16])=[C:13]([CH3:15])[N:14]=[C:7]3[C:6]=2[NH:5][C@H:4]([C:17]2[CH:22]=[CH:21][CH:20]=[CH:19][CH:18]=2)[C@H:3]1[OH:23].[CH3:24][O:25][CH2:26][CH2:27][O:28][CH2:29][CH2:30]O, predict the reaction product. The product is: [OH:23][C@H:3]1[C@@H:2]([O:1][CH2:30][CH2:29][O:28][CH2:27][CH2:26][O:25][CH3:24])[C:11]2[CH:10]=[CH:9][N:8]3[C:12]([CH3:16])=[C:13]([CH3:15])[N:14]=[C:7]3[C:6]=2[NH:5][C@@H:4]1[C:17]1[CH:18]=[CH:19][CH:20]=[CH:21][CH:22]=1. (5) Given the reactants C(C1N=C(N2CCC(F)(F)C2)C2N=NN(CC)C=2N=1)(C)(C)C.[C:23]([C:27]1[N:28]=[C:29]([N:36]2[CH2:40][C:39]([F:42])([F:41])[C:38]([F:44])([F:43])[CH2:37]2)[C:30]2[N:35]=[N:34][NH:33][C:31]=2[N:32]=1)([CH3:26])([CH3:25])[CH3:24].Cl[CH2:46][C:47]1[O:48][C:49]([CH3:52])=[N:50][N:51]=1, predict the reaction product. The product is: [C:23]([C:27]1[N:28]=[C:29]([N:36]2[CH2:40][C:39]([F:41])([F:42])[C:38]([F:43])([F:44])[CH2:37]2)[C:30]2[N:35]=[N:34][N:33]([CH2:46][C:47]3[O:48][C:49]([CH3:52])=[N:50][N:51]=3)[C:31]=2[N:32]=1)([CH3:26])([CH3:24])[CH3:25].